Task: Predict the reactants needed to synthesize the given product.. Dataset: Full USPTO retrosynthesis dataset with 1.9M reactions from patents (1976-2016) (1) The reactants are: [Br:1][C:2]1[CH:10]=[C:9]2[C:5]([CH2:6][C:7](=[O:11])[NH:8]2)=[N:4][CH:3]=1.[Cl:12][C:13]1[C:14]([F:21])=[C:15]([CH:18]=[CH:19][CH:20]=1)[CH:16]=O.N1CCCCC1. Given the product [Br:1][C:2]1[CH:10]=[C:9]2[NH:8][C:7](=[O:11])/[C:6](=[CH:16]\[C:15]3[CH:18]=[CH:19][CH:20]=[C:13]([Cl:12])[C:14]=3[F:21])/[C:5]2=[N:4][CH:3]=1, predict the reactants needed to synthesize it. (2) Given the product [NH2:1][C:2]1[N:7]=[C:6]([S:8]([NH:11][C:12]([C:14]2[C:15]([N:21]3[C@@H:25]([CH3:26])[CH2:24][CH2:23][C@H:22]3[CH3:27])=[N:16][C:17]([C:32]3[CH:33]=[CH:34][C:29]([Cl:28])=[C:30]([O:38][CH2:39][CH2:40][CH3:41])[CH:31]=3)=[CH:18][CH:19]=2)=[O:13])(=[O:10])=[O:9])[CH:5]=[CH:4][CH:3]=1, predict the reactants needed to synthesize it. The reactants are: [NH2:1][C:2]1[N:7]=[C:6]([S:8]([NH:11][C:12]([C:14]2[C:15]([N:21]3[C@H:25]([CH3:26])[CH2:24][CH2:23][C@@H:22]3[CH3:27])=[N:16][C:17](Cl)=[CH:18][CH:19]=2)=[O:13])(=[O:10])=[O:9])[CH:5]=[CH:4][CH:3]=1.[Cl:28][C:29]1[CH:34]=[CH:33][C:32](B(O)O)=[CH:31][C:30]=1[O:38][CH2:39][CH2:40][CH3:41].C(=O)([O-])[O-].[K+].[K+]. (3) Given the product [C:1]([N:5]1[C:9]([C:10]2[CH:11]=[CH:12][C:13]([F:16])=[CH:14][CH:15]=2)=[C:8]([C:17]2[S:18][CH:19]=[C:20]([CH2:22][C:23]([NH:26][CH:27]3[CH2:32][CH2:31][O:30][CH2:29][CH2:28]3)=[O:25])[N:21]=2)[CH:7]=[N:6]1)([CH3:4])([CH3:2])[CH3:3], predict the reactants needed to synthesize it. The reactants are: [C:1]([N:5]1[C:9]([C:10]2[CH:15]=[CH:14][C:13]([F:16])=[CH:12][CH:11]=2)=[C:8]([C:17]2[S:18][CH:19]=[C:20]([CH2:22][C:23]([OH:25])=O)[N:21]=2)[CH:7]=[N:6]1)([CH3:4])([CH3:3])[CH3:2].[NH2:26][CH:27]1[CH2:32][CH2:31][O:30][CH2:29][CH2:28]1. (4) Given the product [Cl:1][C:2]1[CH:7]=[C:6]([Cl:8])[CH:5]=[CH:4][C:3]=1[C@@:9]1([CH2:28][N:29]2[CH:33]=[CH:32][N:31]=[CH:30]2)[O:13][C@H:12]([CH2:14][O:15][C:16]2[CH:17]=[CH:18][C:19]([N:22]3[CH2:23][CH2:24][N:25]([S:42]([CH3:41])(=[O:44])=[O:43])[CH2:26][CH2:27]3)=[CH:20][CH:21]=2)[CH2:11][O:10]1, predict the reactants needed to synthesize it. The reactants are: [Cl:1][C:2]1[CH:7]=[C:6]([Cl:8])[CH:5]=[CH:4][C:3]=1[C@@:9]1([CH2:28][N:29]2[CH:33]=[CH:32][N:31]=[CH:30]2)[O:13][C@H:12]([CH2:14][O:15][C:16]2[CH:21]=[CH:20][C:19]([N:22]3[CH2:27][CH2:26][NH:25][CH2:24][CH2:23]3)=[CH:18][CH:17]=2)[CH2:11][O:10]1.C(N(CC)CC)C.[CH3:41][S:42](Cl)(=[O:44])=[O:43]. (5) The reactants are: [Cl:1][C:2]1[N:7]=[C:6]([C:8]#[C:9][C:10]2[CH:15]=[CH:14][CH:13]=[CH:12][C:11]=2[CH2:16][C:17]([NH2:19])=[O:18])[C:5]([CH3:20])=[CH:4][N:3]=1. Given the product [Cl:1][C:2]1[N:7]=[C:6]([CH2:8][CH2:9][C:10]2[CH:15]=[CH:14][CH:13]=[CH:12][C:11]=2[CH2:16][C:17]([NH2:19])=[O:18])[C:5]([CH3:20])=[CH:4][N:3]=1, predict the reactants needed to synthesize it. (6) Given the product [CH3:39][C:35]1([CH3:40])[O:4][C:5]2[N:6]=[CH:7][C:8]([CH3:25])=[CH:9][C:10]=2[N:11]([CH:12]2[CH2:17][CH2:16][N:15]([C:18]([O:20][C:21]([CH3:22])([CH3:24])[CH3:23])=[O:19])[CH2:14][CH2:13]2)[C:36]1=[O:37], predict the reactants needed to synthesize it. The reactants are: ClCCl.[OH:4][C:5]1[C:10]([NH:11][CH:12]2[CH2:17][CH2:16][N:15]([C:18]([O:20][C:21]([CH3:24])([CH3:23])[CH3:22])=[O:19])[CH2:14][CH2:13]2)=[CH:9][C:8]([CH3:25])=[CH:7][N:6]=1.N1C(C)=CC=CC=1C.Br[C:35]([CH3:40])([CH3:39])[C:36](Br)=[O:37]. (7) Given the product [Br:1][C:2]1[CH:7]=[CH:6][CH:5]=[CH:4][C:3]=1[O:8][CH2:15][C:16]1[CH:21]=[CH:20][CH:19]=[CH:18][CH:17]=1, predict the reactants needed to synthesize it. The reactants are: [Br:1][C:2]1[CH:7]=[CH:6][CH:5]=[CH:4][C:3]=1[OH:8].C(=O)([O-])[O-].[K+].[K+].[CH2:15](Br)[C:16]1[CH:21]=[CH:20][CH:19]=[CH:18][CH:17]=1. (8) The reactants are: [OH:1][CH2:2][C:3]1[C:7]([CH3:8])=[C:6]([C:9]2[CH:14]=[CH:13][N:12]=[CH:11][CH:10]=2)[N:5](COC)[C:4]=1[C:18]1[CH:23]=[CH:22][N:21]=[CH:20][CH:19]=1.C(=O)(O)[O-].[Na+]. Given the product [OH:1][CH2:2][C:3]1[C:7]([CH3:8])=[C:6]([C:9]2[CH:14]=[CH:13][N:12]=[CH:11][CH:10]=2)[NH:5][C:4]=1[C:18]1[CH:23]=[CH:22][N:21]=[CH:20][CH:19]=1, predict the reactants needed to synthesize it. (9) Given the product [CH3:35][N:31]1[C:30]2[C:36]([CH3:38])=[CH:37][C:27]([C:25]([C:21]3[N:22]=[CH:23][N:24]=[C:19]([N:1]4[CH2:2][CH2:3][CH:4]([C:7]5[C:8](=[O:17])[NH:9][C:10]6[C:15]([CH:16]=5)=[CH:14][CH:13]=[CH:12][CH:11]=6)[CH2:5][CH2:6]4)[CH:20]=3)=[O:26])=[CH:28][C:29]=2[O:33][C:32]1=[O:34], predict the reactants needed to synthesize it. The reactants are: [NH:1]1[CH2:6][CH2:5][CH:4]([C:7]2[C:8](=[O:17])[NH:9][C:10]3[C:15]([CH:16]=2)=[CH:14][CH:13]=[CH:12][CH:11]=3)[CH2:3][CH2:2]1.Cl[C:19]1[N:24]=[CH:23][N:22]=[C:21]([C:25]([C:27]2[CH:37]=[C:36]([CH3:38])[C:30]3[N:31]([CH3:35])[C:32](=[O:34])[O:33][C:29]=3[CH:28]=2)=[O:26])[CH:20]=1.CCN(C(C)C)C(C)C.O. (10) Given the product [CH2:1]([O:8][C:9]1[CH:10]=[C:11]([CH:34]=[CH:35][CH:36]=1)[C:12]([NH:14][C:15]1[CH:20]=[CH:19][CH:18]=[CH:17][C:16]=1[S:21]([NH:24][C:25]([NH:41][CH2:37][CH2:38][CH2:39][CH3:40])=[O:27])(=[O:23])=[O:22])=[O:13])[C:2]1[CH:7]=[CH:6][CH:5]=[CH:4][CH:3]=1, predict the reactants needed to synthesize it. The reactants are: [CH2:1]([O:8][C:9]1[CH:10]=[C:11]([CH:34]=[CH:35][CH:36]=1)[C:12]([NH:14][C:15]1[CH:20]=[CH:19][CH:18]=[CH:17][C:16]=1[S:21]([NH:24][C:25]([O:27]C1C=CC=CC=1)=O)(=[O:23])=[O:22])=[O:13])[C:2]1[CH:7]=[CH:6][CH:5]=[CH:4][CH:3]=1.[CH2:37]([NH2:41])[CH2:38][CH2:39][CH3:40].